Predict the reactants needed to synthesize the given product. From a dataset of Full USPTO retrosynthesis dataset with 1.9M reactions from patents (1976-2016). (1) Given the product [ClH:49].[F:48][C:45]1[CH:46]=[CH:47][C:39]([O:38][C:33]2[CH:34]=[C:35]3[C:30](=[CH:31][CH:32]=2)[O:29][C@@H:28]([CH2:27][NH:8][CH2:9][C@H:10]([OH:19])[CH2:11][O:12][C:13]2[CH:14]=[CH:15][CH:16]=[CH:17][CH:18]=2)[CH2:37][CH2:36]3)=[C:40]([CH:44]=1)[C:41]([OH:43])=[O:42], predict the reactants needed to synthesize it. The reactants are: C(OC([N:8]([CH2:27][C@H:28]1[CH2:37][CH2:36][C:35]2[C:30](=[CH:31][CH:32]=[C:33]([O:38][C:39]3[CH:47]=[CH:46][C:45]([F:48])=[CH:44][C:40]=3[C:41]([OH:43])=[O:42])[CH:34]=2)[O:29]1)[CH2:9][C@H:10]([O:19][Si](C(C)(C)C)(C)C)[CH2:11][O:12][C:13]1[CH:18]=[CH:17][CH:16]=[CH:15][CH:14]=1)=O)(C)(C)C.[ClH:49]. (2) Given the product [NH2:32][C:28]1[CH:27]=[C:26]([S:24]([NH:23][C:21]([C:8]2[C:9]([O:11][C:12]3[C:13]([CH3:20])=[CH:14][C:15]([CH3:19])=[CH:16][C:17]=3[CH3:18])=[N:10][C:5]([C:1]([CH3:2])([CH3:3])[CH3:4])=[CH:6][CH:7]=2)=[O:22])(=[NH:35])=[O:25])[CH:31]=[CH:30][CH:29]=1, predict the reactants needed to synthesize it. The reactants are: [C:1]([C:5]1[N:10]=[C:9]([O:11][C:12]2[C:17]([CH3:18])=[CH:16][C:15]([CH3:19])=[CH:14][C:13]=2[CH3:20])[C:8]([C:21]([NH:23][S:24](=[NH:35])([C:26]2[CH:31]=[CH:30][CH:29]=[C:28]([N+:32]([O-])=O)[CH:27]=2)=[O:25])=[O:22])=[CH:7][CH:6]=1)([CH3:4])([CH3:3])[CH3:2]. (3) The reactants are: [CH:1]([C:4]1[CH:5]=[C:6]([OH:10])[CH:7]=[CH:8][CH:9]=1)([CH3:3])[CH3:2].[Cl:11][C:12]1[C:17]([N+:18]([O-:20])=[O:19])=[CH:16][C:15]([CH3:21])=[C:14](F)[CH:13]=1.C(=O)([O-])[O-].[K+].[K+]. Given the product [CH:1]([C:4]1[CH:5]=[C:6]([CH:7]=[CH:8][CH:9]=1)[O:10][C:14]1[C:15]([CH3:21])=[CH:16][C:17]([N+:18]([O-:20])=[O:19])=[C:12]([Cl:11])[CH:13]=1)([CH3:3])[CH3:2], predict the reactants needed to synthesize it. (4) Given the product [Br:1][C:2]1[S:14][C:5]2=[N:6][C:7]([Cl:13])=[C:8]([CH:10]([N:19]3[C:15](=[O:25])[C:16]4[C:17](=[CH:21][CH:22]=[CH:23][CH:24]=4)[C:18]3=[O:20])[CH3:11])[CH:9]=[C:4]2[CH:3]=1, predict the reactants needed to synthesize it. The reactants are: [Br:1][C:2]1[S:14][C:5]2=[N:6][C:7]([Cl:13])=[C:8]([CH:10](O)[CH3:11])[CH:9]=[C:4]2[CH:3]=1.[C:15]1(=[O:25])[NH:19][C:18](=[O:20])[C:17]2=[CH:21][CH:22]=[CH:23][CH:24]=[C:16]12.C1(P(C2C=CC=CC=2)C2C=CC=CC=2)C=CC=CC=1.CC(OC(/N=N/C(OC(C)C)=O)=O)C. (5) Given the product [O:6]=[S:5]1(=[O:7])[CH2:4][CH2:3][CH2:2][N:8]1[CH2:9][CH2:10][O:11][CH2:12][CH2:13][N:14]1[C:22]2[C:21]([CH3:23])=[C:20]([CH3:24])[N:19]3[N:25]=[N:26][N:27]=[C:18]3[C:17]=2[N:16]=[C:15]1[CH2:28][CH3:29], predict the reactants needed to synthesize it. The reactants are: Cl[CH2:2][CH2:3][CH2:4][S:5]([NH:8][CH2:9][CH2:10][O:11][CH2:12][CH2:13][N:14]1[C:22]2[C:21]([CH3:23])=[C:20]([CH3:24])[N:19]3[N:25]=[N:26][N:27]=[C:18]3[C:17]=2[N:16]=[C:15]1[CH2:28][CH3:29])(=[O:7])=[O:6].